From a dataset of Reaction yield outcomes from USPTO patents with 853,638 reactions. Predict the reaction yield, written as a fraction of the theoretical maximum amount of product (1.0 means a 100% yield; for example, 0.34 means a 34% yield). (1) The reactants are [C:1]([CH:3]1[CH2:6][N:5]([C:7](=[O:45])[C@H:8]([NH:12][C:13]([C:15]2[C:23]3[C:18](=[N:19][CH:20]=[C:21]([C:24]4[N:25]=[CH:26][N:27]([C:29]5[CH:34]=[C:33]([F:35])[CH:32]=[CH:31][C:30]=5[F:36])[CH:28]=4)[N:22]=3)[N:17](COCC[Si](C)(C)C)[CH:16]=2)=[O:14])[CH:9]2[CH2:11][CH2:10]2)[CH2:4]1)#[N:2].C1OCCOCCOCCOCCOCCOC1.[F-].[Cs+]. The catalyst is C(#N)C. The product is [C:1]([CH:3]1[CH2:6][N:5]([C:7](=[O:45])[C@H:8]([NH:12][C:13]([C:15]2[C:23]3[C:18](=[N:19][CH:20]=[C:21]([C:24]4[N:25]=[CH:26][N:27]([C:29]5[CH:34]=[C:33]([F:35])[CH:32]=[CH:31][C:30]=5[F:36])[CH:28]=4)[N:22]=3)[NH:17][CH:16]=2)=[O:14])[CH:9]2[CH2:10][CH2:11]2)[CH2:4]1)#[N:2]. The yield is 0.190. (2) The reactants are [CH2:1]([O:8][C:9]1[CH:17]=[C:16]([O:18][CH2:19][C:20]2[CH:25]=[CH:24][CH:23]=[CH:22][CH:21]=2)[C:15]([Br:26])=[CH:14][C:10]=1[C:11]([OH:13])=O)[C:2]1[CH:7]=[CH:6][CH:5]=[CH:4][CH:3]=1.C(N1C=CN=C1)(N1C=CN=C1)=O.[CH3:39][O:40][CH2:41][CH2:42][CH2:43][NH2:44]. The catalyst is CN(C=O)C.O. The product is [CH2:1]([O:8][C:9]1[CH:17]=[C:16]([O:18][CH2:19][C:20]2[CH:21]=[CH:22][CH:23]=[CH:24][CH:25]=2)[C:15]([Br:26])=[CH:14][C:10]=1[C:11]([NH:44][CH2:43][CH2:42][CH2:41][O:40][CH3:39])=[O:13])[C:2]1[CH:7]=[CH:6][CH:5]=[CH:4][CH:3]=1. The yield is 0.990. (3) The reactants are Cl([O-])=O.[Na+].[OH2:5].P([O-])(O)(O)=O.[Na+].[Br:12][C:13]1[N:14]=[C:15]([N:20]([C:28]([O:30][C:31]([CH3:34])([CH3:33])[CH3:32])=[O:29])[C:21]([O:23][C:24]([CH3:27])([CH3:26])[CH3:25])=[O:22])[NH:16][C:17]=1[CH:18]=[O:19].CC(=CC)C. The catalyst is O.C1COCC1.CC(O)(C)C. The product is [CH3:25][C:24]([O:23][C:21]([N:20]([C:28]([O:30][C:31]([CH3:34])([CH3:33])[CH3:32])=[O:29])[C:15]1[NH:16][C:17]([C:18]([OH:5])=[O:19])=[C:13]([Br:12])[N:14]=1)=[O:22])([CH3:27])[CH3:26]. The yield is 0.300.